From a dataset of Peptide-MHC class II binding affinity with 134,281 pairs from IEDB. Regression. Given a peptide amino acid sequence and an MHC pseudo amino acid sequence, predict their binding affinity value. This is MHC class II binding data. (1) The peptide sequence is APVEGASPTSISAVDG. The MHC is H-2-IAb with pseudo-sequence H-2-IAb. The binding affinity (normalized) is 0.0802. (2) The peptide sequence is AAHRARANESATILM. The MHC is DRB1_1101 with pseudo-sequence DRB1_1101. The binding affinity (normalized) is 0.236. (3) The peptide sequence is GAQLGELYYAIYKAS. The MHC is HLA-DPA10201-DPB10501 with pseudo-sequence HLA-DPA10201-DPB10501. The binding affinity (normalized) is 0.553.